From a dataset of Full USPTO retrosynthesis dataset with 1.9M reactions from patents (1976-2016). Predict the reactants needed to synthesize the given product. The reactants are: [OH:1][C:2]1([C:9]2[CH:14]=[CH:13][CH:12]=[CH:11][N:10]=2)[CH2:7][CH2:6][C:5](=O)[CH2:4][CH2:3]1.[CH:15]([C@:18]1([C:24]([N:26]2[CH2:35][CH2:34][C:33]3[C:28](=[CH:29][C:30]([C:36]([F:39])([F:38])[F:37])=[CH:31][CH:32]=3)[CH2:27]2)=[O:25])[CH2:22][CH2:21][C@@H:20]([NH2:23])[CH2:19]1)([CH3:17])[CH3:16].C(O[BH-](OC(=O)C)OC(=O)C)(=O)C.[Na+]. Given the product [CH:15]([C@:18]1([C:24]([N:26]2[CH2:35][CH2:34][C:33]3[C:28](=[CH:29][C:30]([C:36]([F:39])([F:37])[F:38])=[CH:31][CH:32]=3)[CH2:27]2)=[O:25])[CH2:22][CH2:21][C@@H:20]([NH:23][CH:5]2[CH2:6][CH2:7][C:2]([C:9]3[CH:14]=[CH:13][CH:12]=[CH:11][N:10]=3)([OH:1])[CH2:3][CH2:4]2)[CH2:19]1)([CH3:17])[CH3:16], predict the reactants needed to synthesize it.